From a dataset of Reaction yield outcomes from USPTO patents with 853,638 reactions. Predict the reaction yield, written as a fraction of the theoretical maximum amount of product (1.0 means a 100% yield; for example, 0.34 means a 34% yield). (1) The reactants are Br[C:2]1[CH:7]=[CH:6][C:5]([S:8][CH2:9][CH:10]2[CH2:15][CH2:14][N:13]([C:16]([O:18][CH:19]([CH3:21])[CH3:20])=[O:17])[CH2:12][CH2:11]2)=[CH:4][CH:3]=1.[CH3:22][S:23]([C:26]1[CH:31]=[CH:30][C:29](B(O)O)=[CH:28][CH:27]=1)(=[O:25])=[O:24].C([O-])([O-])=O.[Na+].[Na+]. The catalyst is COCCOC.Cl[Pd](Cl)([P](C1C=CC=CC=1)(C1C=CC=CC=1)C1C=CC=CC=1)[P](C1C=CC=CC=1)(C1C=CC=CC=1)C1C=CC=CC=1. The product is [CH3:22][S:23]([C:26]1[CH:31]=[CH:30][C:29]([C:2]2[CH:7]=[CH:6][C:5]([S:8][CH2:9][CH:10]3[CH2:15][CH2:14][N:13]([C:16]([O:18][CH:19]([CH3:21])[CH3:20])=[O:17])[CH2:12][CH2:11]3)=[CH:4][CH:3]=2)=[CH:28][CH:27]=1)(=[O:25])=[O:24]. The yield is 0.300. (2) The reactants are [CH2:1]([N:8](C)[CH2:9][CH2:10][NH:11][C:12](=[O:18])[O:13][C:14]([CH3:17])([CH3:16])[CH3:15])C1C=CC=CC=1. The catalyst is [Pd].CO. The product is [CH3:1][NH:8][CH2:9][CH2:10][NH:11][C:12](=[O:18])[O:13][C:14]([CH3:16])([CH3:15])[CH3:17]. The yield is 0.683.